Dataset: Forward reaction prediction with 1.9M reactions from USPTO patents (1976-2016). Task: Predict the product of the given reaction. (1) Given the reactants [C:1](OC(=O)C)(=[O:3])[CH3:2].[Cl:8][C:9]1[C:17]2[N:16]=[C:15]3[N:18]([C:22]4[CH:23]=[N:24][C:25]([N:29]([CH3:31])[CH3:30])=[CH:26][C:27]=4[CH3:28])[CH2:19][CH2:20][CH2:21][N:14]3[C:13]=2[C:12]([CH:32]([OH:35])[CH2:33][CH3:34])=[CH:11][CH:10]=1, predict the reaction product. The product is: [C:1]([O:35][CH:32]([C:12]1[C:13]2[N:14]3[CH2:21][CH2:20][CH2:19][N:18]([C:22]4[CH:23]=[N:24][C:25]([N:29]([CH3:30])[CH3:31])=[CH:26][C:27]=4[CH3:28])[C:15]3=[N:16][C:17]=2[C:9]([Cl:8])=[CH:10][CH:11]=1)[CH2:33][CH3:34])(=[O:3])[CH3:2]. (2) Given the reactants [Br:1][C:2](C)(C)[C:3](=O)[CH2:4][C:5]([NH:7][C:8]1[CH:13]=[CH:12][C:11]([F:14])=[C:10]([F:15])[CH:9]=1)=[O:6].S(=O)(=O)(O)O, predict the reaction product. The product is: [Br:1][CH2:2][C:3]1[C:13]2[C:8](=[CH:9][C:10]([F:15])=[C:11]([F:14])[CH:12]=2)[NH:7][C:5](=[O:6])[CH:4]=1. (3) Given the reactants [F:1][C:2]1[CH:7]=[CH:6][C:5]([CH2:8][C:9]2[C:10](=[O:25])[NH:11][N:12]=[CH:13][C:14]=2[C:15]2[CH:20]=[CH:19][C:18]([S:21]([CH3:24])(=[O:23])=[O:22])=[CH:17][CH:16]=2)=[CH:4][CH:3]=1.Br[C:27]1[CH:32]=[CH:31][C:30]([F:33])=[C:29]([F:34])[CH:28]=1.N, predict the reaction product. The product is: [F:33][C:30]1[CH:31]=[C:32]([N:11]2[C:10](=[O:25])[C:9]([CH2:8][C:5]3[CH:6]=[CH:7][C:2]([F:1])=[CH:3][CH:4]=3)=[C:14]([C:15]3[CH:20]=[CH:19][C:18]([S:21]([CH3:24])(=[O:23])=[O:22])=[CH:17][CH:16]=3)[CH:13]=[N:12]2)[CH:27]=[CH:28][C:29]=1[F:34]. (4) Given the reactants COC1C=C(OC)C=CC=1C[NH:6][C:7]1[CH:8]=[C:9]([NH:15][C:16]2[CH:21]=[C:20]([CH3:22])[CH:19]=[C:18]([CH3:23])[N:17]=2)[C:10]([C:13]#[N:14])=[N:11][CH:12]=1.FC(F)(F)C(O)=O, predict the reaction product. The product is: [NH2:6][C:7]1[CH:8]=[C:9]([NH:15][C:16]2[CH:21]=[C:20]([CH3:22])[CH:19]=[C:18]([CH3:23])[N:17]=2)[C:10]([C:13]#[N:14])=[N:11][CH:12]=1. (5) Given the reactants [CH3:1][O:2][C:3]1[CH:8]=[CH:7][CH:6]=[CH:5][C:4]=1B(O)O.C([O:15][C@@H:16]1[C@@H:29]([O:30]C(=O)C)[C@H:28]([O:34]C(=O)C)[CH2:27][S:26][C@H:17]1[O:18][C:19]1[CH:20]=[N:21][CH:22]=[C:23](Br)[CH:24]=1)(=O)C, predict the reaction product. The product is: [O:18]([C:19]1[CH:20]=[N:21][CH:22]=[C:23]([C:4]2[CH:5]=[CH:6][CH:7]=[CH:8][C:3]=2[O:2][CH3:1])[CH:24]=1)[C@@H:17]1[S:26][CH2:27][C@@H:28]([OH:34])[C@H:29]([OH:30])[C@H:16]1[OH:15]. (6) Given the reactants [C:1]([OH:8])(=O)[CH2:2][CH2:3][CH2:4][CH2:5][CH3:6].[NH2:9][C:10]1[N:11]=[CH:12][C:13]([C:23]2[CH:28]=[CH:27][C:26]([OH:29])=[CH:25][CH:24]=2)=[N:14][C:15]=1[CH2:16][C:17]1[CH:22]=[CH:21][CH:20]=[CH:19][CH:18]=1.[Na+].O=C(CCCC)C([O-])=O, predict the reaction product. The product is: [CH2:16]([C:15]1[NH:14][C:13]([C:23]2[CH:28]=[CH:27][C:26]([OH:29])=[CH:25][CH:24]=2)=[CH:12][N:11]2[C:1](=[O:8])[C:2]([CH2:3][CH2:4][CH2:5][CH3:6])=[N:9][C:10]=12)[C:17]1[CH:22]=[CH:21][CH:20]=[CH:19][CH:18]=1. (7) Given the reactants [C:1]([O:5][C:6]([NH:8][CH:9]1[CH2:14][CH2:13][CH2:12][NH:11][CH:10]1[CH2:15][C:16]([O:18][CH2:19][CH3:20])=[O:17])=[O:7])([CH3:4])([CH3:3])[CH3:2].CCN(C(C)C)C(C)C.Cl[C:31]([O:33][CH2:34][C:35]1[CH:40]=[CH:39][CH:38]=[CH:37][CH:36]=1)=[O:32], predict the reaction product. The product is: [C:1]([O:5][C:6]([NH:8][C@@H:9]1[CH2:14][CH2:13][CH2:12][N:11]([C:31]([O:33][CH2:34][C:35]2[CH:40]=[CH:39][CH:38]=[CH:37][CH:36]=2)=[O:32])[C@H:10]1[CH2:15][C:16]([O:18][CH2:19][CH3:20])=[O:17])=[O:7])([CH3:4])([CH3:3])[CH3:2]. (8) The product is: [Cl:1][C:2]1[CH:3]=[C:4]([CH:7]=[CH:8][CH:9]=1)[CH2:5][O:18][C:17]1[CH:19]=[C:7]2[C:4]([CH2:3][CH2:2][CH2:9][C:10]2=[O:13])=[CH:5][CH:16]=1. Given the reactants [Cl:1][C:2]1[CH:3]=[C:4]([CH:7]=[CH:8][CH:9]=1)[CH2:5]Br.[C:10](=[O:13])([O-])[O-].[K+].[K+].[CH3:16][C:17]([CH3:19])=[O:18], predict the reaction product. (9) The product is: [CH3:24][O:23][C:20]1[N:19]=[C:18]([C:25]2[CH:33]=[CH:32][C:28]([N:29]([CH3:30])[CH3:31])=[CH:27][CH:26]=2)[C:17]([N:12]2[CH2:13][CH2:14][CH2:15][N:9]([C:6]3[CH:5]=[CH:4][C:3]([O:2][CH3:1])=[CH:8][CH:7]=3)[CH2:10][CH2:11]2)=[CH:22][CH:21]=1. Given the reactants [CH3:1][O:2][C:3]1[CH:8]=[CH:7][C:6]([N:9]2[CH2:15][CH2:14][CH2:13][NH:12][CH2:11][CH2:10]2)=[CH:5][CH:4]=1.Br[C:17]1[C:18]([C:25]2[CH:33]=[CH:32][C:28]([N:29]([CH3:31])[CH3:30])=[CH:27][CH:26]=2)=[N:19][C:20]([O:23][CH3:24])=[CH:21][CH:22]=1.C1C=CC(P(C2C(C3C(P(C4C=CC=CC=4)C4C=CC=CC=4)=CC=C4C=3C=CC=C4)=C3C(C=CC=C3)=CC=2)C2C=CC=CC=2)=CC=1.CC(C)([O-])C.[Na+], predict the reaction product.